From a dataset of Full USPTO retrosynthesis dataset with 1.9M reactions from patents (1976-2016). Predict the reactants needed to synthesize the given product. (1) Given the product [CH:5]1[C:1]([N+:2]([O-:4])=[O:3])=[C:15]([NH2:22])[C:11]([N+:12]([O-:14])=[O:13])=[CH:10][C:6]=1[N+:7]([O-:9])=[O:8], predict the reactants needed to synthesize it. The reactants are: [C:1]1([C:15](O)=[C:11]([N+:12]([O-:14])=[O:13])[CH:10]=[C:6]([N+:7]([O-:9])=[O:8])[CH:5]=1)[N+:2]([O-:4])=[O:3].P([O-])([O-])(O)=O.[NH4+:22].[NH4+].S1(CCCC1)(=O)=O. (2) Given the product [Si:1]([O:8][CH2:9][C:10]1[C:11]([C:30]2[CH:29]=[CH:28][C:27]([F:26])=[CH:32][C:31]=2[F:33])=[N:12][C:13]([CH2:16][C:17]2[C:22]([F:23])=[CH:21][CH:20]=[CH:19][C:18]=2[F:24])=[CH:14][CH:15]=1)([C:4]([CH3:7])([CH3:6])[CH3:5])([CH3:3])[CH3:2], predict the reactants needed to synthesize it. The reactants are: [Si:1]([O:8][CH2:9][C:10]1[C:11](Cl)=[N:12][C:13]([CH2:16][C:17]2[C:22]([F:23])=[CH:21][CH:20]=[CH:19][C:18]=2[F:24])=[CH:14][CH:15]=1)([C:4]([CH3:7])([CH3:6])[CH3:5])([CH3:3])[CH3:2].[F:26][C:27]1[CH:32]=[C:31]([F:33])[CH:30]=[CH:29][C:28]=1B(O)O.C([O-])([O-])=O.[Na+].[Na+]. (3) The reactants are: [Li+].[OH-].[O:3]=[C:4]1[N:12]2[C@H:7]([CH2:8][CH2:9][C@H:10]([C:13]([O:15]C)=[O:14])[CH2:11]2)[CH2:6][CH2:5]1.Cl. Given the product [O:3]=[C:4]1[N:12]2[C@H:7]([CH2:8][CH2:9][C@H:10]([C:13]([OH:15])=[O:14])[CH2:11]2)[CH2:6][CH2:5]1, predict the reactants needed to synthesize it.